This data is from Forward reaction prediction with 1.9M reactions from USPTO patents (1976-2016). The task is: Predict the product of the given reaction. Given the reactants [CH2:1]([N:8]1[CH2:12][CH2:11][C@H:10]([OH:13])[CH2:9]1)[C:2]1[CH:7]=[CH:6][CH:5]=[CH:4][CH:3]=1.[Cl:14][C:15]1[CH:29]=[CH:28][C:18]([CH:19](O)[C:20]2[CH:25]=[CH:24][C:23]([Cl:26])=[CH:22][CH:21]=2)=[CH:17][CH:16]=1.C1(C)C=CC(S(O)(=O)=O)=CC=1, predict the reaction product. The product is: [CH2:1]([N:8]1[CH2:12][CH2:11][C@H:10]([O:13][CH:19]([C:18]2[CH:28]=[CH:29][C:15]([Cl:14])=[CH:16][CH:17]=2)[C:20]2[CH:21]=[CH:22][C:23]([Cl:26])=[CH:24][CH:25]=2)[CH2:9]1)[C:2]1[CH:3]=[CH:4][CH:5]=[CH:6][CH:7]=1.